This data is from Reaction yield outcomes from USPTO patents with 853,638 reactions. The task is: Predict the reaction yield, written as a fraction of the theoretical maximum amount of product (1.0 means a 100% yield; for example, 0.34 means a 34% yield). The reactants are FC(F)(F)S(O[C:7]1[C:15]2[C:10](=[CH:11][N:12]=[CH:13][CH:14]=2)[O:9][C:8]=1[C:16]1[N:21]=[CH:20][C:19]([CH2:22][CH2:23][CH2:24][O:25][Si:26]([C:29]([CH3:32])([CH3:31])[CH3:30])([CH3:28])[CH3:27])=[CH:18][N:17]=1)(=O)=O.[NH2:35][C:36]1[CH:44]=[CH:43][C:42]([Cl:45])=[C:41]2[C:37]=1[CH:38]=[N:39][N:40]2[C:46]([O:48][C:49]([CH3:52])([CH3:51])[CH3:50])=[O:47].CC1(C)C2C(=C(P(C3C=CC=CC=3)C3C=CC=CC=3)C=CC=2)OC2C(P(C3C=CC=CC=3)C3C=CC=CC=3)=CC=CC1=2.[O-]P([O-])([O-])=O.[K+].[K+].[K+]. The catalyst is C1(C)C=CC=CC=1.C1C=CC(/C=C/C(/C=C/C2C=CC=CC=2)=O)=CC=1.C1C=CC(/C=C/C(/C=C/C2C=CC=CC=2)=O)=CC=1.C1C=CC(/C=C/C(/C=C/C2C=CC=CC=2)=O)=CC=1.[Pd].[Pd]. The product is [Si:26]([O:25][CH2:24][CH2:23][CH2:22][C:19]1[CH:20]=[N:21][C:16]([C:8]2[O:9][C:10]3=[CH:11][N:12]=[CH:13][CH:14]=[C:15]3[C:7]=2[NH:35][C:36]2[CH:44]=[CH:43][C:42]([Cl:45])=[C:41]3[C:37]=2[CH:38]=[N:39][N:40]3[C:46]([O:48][C:49]([CH3:52])([CH3:51])[CH3:50])=[O:47])=[N:17][CH:18]=1)([C:29]([CH3:30])([CH3:31])[CH3:32])([CH3:27])[CH3:28]. The yield is 0.780.